From a dataset of HIV replication inhibition screening data with 41,000+ compounds from the AIDS Antiviral Screen. Binary Classification. Given a drug SMILES string, predict its activity (active/inactive) in a high-throughput screening assay against a specified biological target. The molecule is CC1=NN(C(=O)c2ccccc2O)C(=O)C1=Cc1ccc([N+](=O)[O-])cc1. The result is 0 (inactive).